Predict the reactants needed to synthesize the given product. From a dataset of Full USPTO retrosynthesis dataset with 1.9M reactions from patents (1976-2016). (1) Given the product [NH2:8][C@@:9]1([C:33]([OH:35])=[O:34])[C@H:14]([O:15][CH2:16][C:17]2[CH:22]=[CH:21][C:20]([Cl:23])=[C:19]([Cl:24])[CH:18]=2)[C@@H:13]([OH:25])[C@@H:12]2[C@H:10]1[C@H:11]2[C:26]([OH:28])=[O:27], predict the reactants needed to synthesize it. The reactants are: C(OC([NH:8][C@@:9]1([C:33]([O:35]C(C)(C)C)=[O:34])[C@H:14]([O:15][CH2:16][C:17]2[CH:22]=[CH:21][C:20]([Cl:23])=[C:19]([Cl:24])[CH:18]=2)[C@@H:13]([OH:25])[C@@H:12]2[C@H:10]1[C@H:11]2[C:26]([O:28]C(C)(C)C)=[O:27])=O)(C)(C)C.O. (2) Given the product [NH2:11][C@H:8]1[CH2:7][CH2:6][C@H:5]([C:3]([N:2]([CH3:22])[CH3:1])=[O:4])[CH2:10][CH2:9]1, predict the reactants needed to synthesize it. The reactants are: [CH3:1][N:2]([CH3:22])[C:3]([C@H:5]1[CH2:10][CH2:9][C@H:8]([NH:11]C(=O)OCC2C=CC=CC=2)[CH2:7][CH2:6]1)=[O:4].[H][H]. (3) Given the product [Cl:20][C:19]1[C:14]([N:11]2[CH2:10][CH2:9][N:8]([C:6]([O:5][C:1]([CH3:4])([CH3:2])[CH3:3])=[O:7])[CH2:13][CH2:12]2)=[N:15][CH:16]=[C:17]([C:21]2[O:22][CH:25]([CH2:26][CH3:27])[CH2:24][N:23]=2)[CH:18]=1, predict the reactants needed to synthesize it. The reactants are: [C:1]([O:5][C:6]([N:8]1[CH2:13][CH2:12][N:11]([C:14]2[C:19]([Cl:20])=[CH:18][C:17]([C:21]([NH:23][CH2:24][CH:25](O)[CH2:26][CH3:27])=[O:22])=[CH:16][N:15]=2)[CH2:10][CH2:9]1)=[O:7])([CH3:4])([CH3:3])[CH3:2].CCN(C(C)C)C(C)C.CS(Cl)(=O)=O. (4) Given the product [Br:1][C:2]1[C:7]2[N:8]([C:17]3[CH:18]=[N:19][CH:20]=[C:21]([F:23])[CH:22]=3)[C:9]([CH:11]([NH2:13])[CH3:12])=[N:10][C:6]=2[CH:5]=[CH:4][CH:3]=1, predict the reactants needed to synthesize it. The reactants are: [Br:1][C:2]1[C:7]2[N:8]([C:17]3[CH:18]=[N:19][CH:20]=[C:21]([F:23])[CH:22]=3)[C:9]([CH:11]([NH:13]C(=O)C)[CH3:12])=[N:10][C:6]=2[CH:5]=[CH:4][CH:3]=1.Cl. (5) Given the product [F:12][C:6]1[CH:5]=[C:4]([CH2:1][CH:2]=[O:19])[CH:11]=[CH:10][C:7]=1[C:8]#[N:9], predict the reactants needed to synthesize it. The reactants are: [CH2:1]([C:4]1[CH:11]=[CH:10][C:7]([C:8]#[N:9])=[C:6]([F:12])[CH:5]=1)[CH:2]=C.N1C=CC=CC=1.[O:19]=[O+][O-].